From a dataset of Full USPTO retrosynthesis dataset with 1.9M reactions from patents (1976-2016). Predict the reactants needed to synthesize the given product. (1) The reactants are: Cl[S:2]([C:5]1[CH:6]=[C:7]([CH:41]=[CH:42][CH:43]=1)[C:8]([NH:10][C:11]1[S:12][C:13]2[CH2:40][CH2:39][CH2:38][CH2:37][C:14]=2[C:15]=1[C:16]([NH:18][C:19]1[CH:24]=[CH:23][C:22]([CH2:25][CH2:26][C:27]2[CH:36]=[CH:35][C:30]([C:31]([O:33][CH3:34])=[O:32])=[CH:29][CH:28]=2)=[CH:21][CH:20]=1)=[O:17])=[O:9])(=[O:4])=[O:3].[CH:44]1([NH:47][CH:48]2[CH2:53][CH2:52][CH:51]([C:54]([O:56][CH2:57][CH3:58])=[O:55])[CH2:50][CH2:49]2)[CH2:46][CH2:45]1. Given the product [CH:44]1([N:47]([CH:48]2[CH2:53][CH2:52][CH:51]([C:54]([O:56][CH2:57][CH3:58])=[O:55])[CH2:50][CH2:49]2)[S:2]([C:5]2[CH:6]=[C:7]([CH:41]=[CH:42][CH:43]=2)[C:8]([NH:10][C:11]2[S:12][C:13]3[CH2:40][CH2:39][CH2:38][CH2:37][C:14]=3[C:15]=2[C:16]([NH:18][C:19]2[CH:24]=[CH:23][C:22]([CH2:25][CH2:26][C:27]3[CH:36]=[CH:35][C:30]([C:31]([O:33][CH3:34])=[O:32])=[CH:29][CH:28]=3)=[CH:21][CH:20]=2)=[O:17])=[O:9])(=[O:4])=[O:3])[CH2:45][CH2:46]1, predict the reactants needed to synthesize it. (2) The reactants are: [C:1]([O:5][C:6]([N:8]1[CH2:11][CH:10]([C:12]([C:20]2[CH:21]=[C:22]3[C:27](=[CH:28][CH:29]=2)[N:26]=[C:25]([O:30][CH3:31])[C:24]([CH2:32][C:33]2[CH:38]=[CH:37][C:36]([C:39]([F:42])([F:41])[F:40])=[CH:35][CH:34]=2)=[C:23]3[Cl:43])([OH:19])[C:13]#[C:14][Si](C)(C)C)[CH2:9]1)=[O:7])([CH3:4])([CH3:3])[CH3:2].[OH-].[K+]. Given the product [C:1]([O:5][C:6]([N:8]1[CH2:9][CH:10]([C:12]([C:20]2[CH:21]=[C:22]3[C:27](=[CH:28][CH:29]=2)[N:26]=[C:25]([O:30][CH3:31])[C:24]([CH2:32][C:33]2[CH:38]=[CH:37][C:36]([C:39]([F:42])([F:41])[F:40])=[CH:35][CH:34]=2)=[C:23]3[Cl:43])([OH:19])[C:13]#[CH:14])[CH2:11]1)=[O:7])([CH3:4])([CH3:2])[CH3:3], predict the reactants needed to synthesize it. (3) Given the product [C:32]1([C:37]2[CH:42]=[CH:41][CH:40]=[CH:39][CH:38]=2)[CH:33]=[CH:34][CH:35]=[CH:36][C:31]=1[NH:30][C:29](=[O:28])[OH:43], predict the reactants needed to synthesize it. The reactants are: N1CCC(C(N)=O)CC1.C(C1C=CC(C(CNCCN2CCC([O:28][C:29](=[O:43])[NH:30][C:31]3[CH:36]=[CH:35][CH:34]=[CH:33][C:32]=3[C:37]3[CH:42]=[CH:41][CH:40]=[CH:39][CH:38]=3)CC2)=O)=CC=1)=O.[O-]S([O-])(=O)=O.[Na+].[Na+].CC(O)=O. (4) Given the product [N:7]1[CH:8]=[CH:9][CH:10]=[CH:11][C:6]=1[CH2:5][C:4]([NH:21][NH2:22])=[O:3], predict the reactants needed to synthesize it. The reactants are: C([O:3][C:4](=O)[CH2:5][C:6]1[CH:11]=[CH:10][CH:9]=[CH:8][N:7]=1)C.C1(C)C=CC=CC=1.O.[NH2:21][NH2:22].C(O)C.